From a dataset of Peptide-MHC class I binding affinity with 185,985 pairs from IEDB/IMGT. Regression. Given a peptide amino acid sequence and an MHC pseudo amino acid sequence, predict their binding affinity value. This is MHC class I binding data. (1) The peptide sequence is LPSDFFPSVR. The MHC is Patr-A0401 with pseudo-sequence Patr-A0401. The binding affinity (normalized) is 0.396. (2) The peptide sequence is DENPDKSTL. The MHC is Mamu-B8701 with pseudo-sequence Mamu-B8701. The binding affinity (normalized) is 0.147. (3) The peptide sequence is LYNTVAVLY. The MHC is HLA-B08:03 with pseudo-sequence HLA-B08:03. The binding affinity (normalized) is 0.0847.